From a dataset of Catalyst prediction with 721,799 reactions and 888 catalyst types from USPTO. Predict which catalyst facilitates the given reaction. (1) Reactant: [CH3:1][C:2]1[C:10]2[C:5](=[N:6][CH:7]=[C:8]([NH2:11])[N:9]=2)[N:4]([CH2:12][O:13][CH2:14][CH2:15][Si:16]([CH3:19])([CH3:18])[CH3:17])[CH:3]=1.[CH:20]1([N:26]=[C:27]=[O:28])[CH2:25][CH2:24][CH2:23][CH2:22][CH2:21]1. Product: [CH:20]1([NH:26][C:27]([NH:11][C:8]2[N:9]=[C:10]3[C:2]([CH3:1])=[CH:3][N:4]([CH2:12][O:13][CH2:14][CH2:15][Si:16]([CH3:18])([CH3:17])[CH3:19])[C:5]3=[N:6][CH:7]=2)=[O:28])[CH2:25][CH2:24][CH2:23][CH2:22][CH2:21]1. The catalyst class is: 26. (2) Reactant: Cl[C:2]1[C:11]2=[N:12][N:13](CC3C=CC(OC)=CC=3)[CH:14]=[C:10]2[C:9]2[CH:8]=[C:7]([O:24][CH3:25])[C:6]([O:26][CH3:27])=[CH:5][C:4]=2[N:3]=1.[O:28]1[CH2:33][CH2:32][N:31]([C:34]2[CH:40]=[CH:39][C:37]([NH2:38])=[CH:36][CH:35]=2)[CH2:30][CH2:29]1.Cl. Product: [CH3:27][O:26][C:6]1[C:7]([O:24][CH3:25])=[CH:8][C:9]2[C:10]3[C:11](=[N:12][NH:13][CH:14]=3)[C:2]([NH:38][C:37]3[CH:36]=[CH:35][C:34]([N:31]4[CH2:32][CH2:33][O:28][CH2:29][CH2:30]4)=[CH:40][CH:39]=3)=[N:3][C:4]=2[CH:5]=1. The catalyst class is: 71. (3) The catalyst class is: 5. Product: [CH3:1][N:2]1[C:7](=[O:8])[C:6]2[C:9]([NH:25][C@@H:26]3[CH2:30][CH2:29][N:28]([C:33]([NH2:34])=[O:31])[CH2:27]3)=[N:10][C:11]([C:13]3[CH:18]=[CH:17][C:16]([N:19]4[CH2:24][CH2:23][O:22][CH2:21][CH2:20]4)=[CH:15][CH:14]=3)=[CH:12][C:5]=2[N:4]=[CH:3]1. Reactant: [CH3:1][N:2]1[C:7](=[O:8])[C:6]2[C:9]([NH:25][C@@H:26]3[CH2:30][CH2:29][NH:28][CH2:27]3)=[N:10][C:11]([C:13]3[CH:18]=[CH:17][C:16]([N:19]4[CH2:24][CH2:23][O:22][CH2:21][CH2:20]4)=[CH:15][CH:14]=3)=[CH:12][C:5]=2[N:4]=[CH:3]1.[O:31]([C:33]#[N:34])[K].Cl. (4) Reactant: Cl[C:2]1[N:7]=[CH:6][C:5]([O:8][C:9]2[CH:10]=[C:11]([N:15]3[CH2:20][CH2:19][O:18][CH2:17][CH2:16]3)[CH:12]=[CH:13][CH:14]=2)=[CH:4][CH:3]=1.[F:21][C:22]1[CH:28]=[C:27]([F:29])[C:26]([O:30][CH3:31])=[CH:25][C:23]=1[NH2:24].C1(P(C2C=CC=CC=2)C2C3OC4C(=CC=CC=4P(C4C=CC=CC=4)C4C=CC=CC=4)C(C)(C)C=3C=CC=2)C=CC=CC=1.C(=O)([O-])[O-].[Cs+].[Cs+]. Product: [F:21][C:22]1[CH:28]=[C:27]([F:29])[C:26]([O:30][CH3:31])=[CH:25][C:23]=1[NH:24][C:2]1[CH:3]=[CH:4][C:5]([O:8][C:9]2[CH:14]=[CH:13][CH:12]=[C:11]([N:15]3[CH2:20][CH2:19][O:18][CH2:17][CH2:16]3)[CH:10]=2)=[CH:6][N:7]=1. The catalyst class is: 155. (5) Reactant: C1C=CC2N(O)[N:8]=[N:7]C=2C=1.CCN=C=NCCCN(C)C.[Cl:22][C:23]1[CH:24]=[C:25]([CH:29]=[C:30]([O:32][CH3:33])[N:31]=1)[C:26](O)=[O:27].O.NN.C1CCCCC=1. The catalyst class is: 10. Product: [Cl:22][C:23]1[CH:24]=[C:25]([CH:29]=[C:30]([O:32][CH3:33])[N:31]=1)[C:26]([NH:7][NH2:8])=[O:27]. (6) Reactant: [NH2:1][CH2:2][CH2:3][CH2:4][C@H:5]1[CH2:9][NH:8]/[C:7](=[N:10]\[C:11]([C:13]2[C:18]([NH2:19])=[N:17][C:16]([NH2:20])=[C:15]([Cl:21])[N:14]=2)=[O:12])/[NH:6]1.[C:22]1([CH2:28][C:29](Cl)=[O:30])[CH:27]=[CH:26][CH:25]=[CH:24][CH:23]=1. Product: [C:22]1([CH2:28][C:29]([NH:1][CH2:2][CH2:3][CH2:4][C@H:5]2[CH2:9][NH:8]/[C:7](=[N:10]\[C:11]([C:13]3[C:18]([NH2:19])=[N:17][C:16]([NH2:20])=[C:15]([Cl:21])[N:14]=3)=[O:12])/[NH:6]2)=[O:30])[CH:27]=[CH:26][CH:25]=[CH:24][CH:23]=1. The catalyst class is: 3. (7) Reactant: CC1(C)CCCC(C)(C)N1.C([Li])CCC.[C:16]([O:20][C:21]([N:23]1[C:31]2[C:26](=[CH:27][CH:28]=[CH:29][C:30]=2[CH2:32][CH3:33])[CH:25]=[CH:24]1)=[O:22])([CH3:19])([CH3:18])[CH3:17].Cl[C:35]([O:37][CH2:38][CH3:39])=[O:36].[Cl-].[NH4+]. Product: [CH3:39][CH2:38][O:37][C:35]([C:24]1[N:23]([C:21]([O:20][C:16]([CH3:19])([CH3:18])[CH3:17])=[O:22])[C:31]2[C:26]([CH:25]=1)=[CH:27][CH:28]=[CH:29][C:30]=2[CH2:32][CH3:33])=[O:36]. The catalyst class is: 7. (8) Reactant: C(=O)([O-])[O-].[K+].[K+].[CH3:7][O:8][C:9](=[O:19])[CH:10]([C:12]1[CH:17]=[CH:16][C:15]([OH:18])=[CH:14][CH:13]=1)[OH:11].[Cl:20][C:21]1[CH:22]=[C:23]([CH:26]=[CH:27][C:28]=1[Cl:29])[CH2:24]Cl.[I-].[K+]. Product: [CH3:7][O:8][C:9](=[O:19])[CH:10]([C:12]1[CH:17]=[CH:16][C:15]([O:18][CH2:24][C:23]2[CH:26]=[CH:27][C:28]([Cl:29])=[C:21]([Cl:20])[CH:22]=2)=[CH:14][CH:13]=1)[OH:11]. The catalyst class is: 3. (9) Reactant: Cl[C:2]1[N:7]=[C:6]([NH:8][CH2:9][C:10]2[CH:15]=[CH:14][CH:13]=[C:12]([O:16][CH3:17])[CH:11]=2)[C:5]([Cl:18])=[CH:4][N:3]=1.[NH2:19][C:20]1[CH:21]=[C:22]([CH2:26][CH2:27][OH:28])[CH:23]=[CH:24][CH:25]=1.O.C1(C)C=CC(S(O)(=O)=O)=CC=1.C([O-])(O)=O.[Na+]. Product: [Cl:18][C:5]1[C:6]([NH:8][CH2:9][C:10]2[CH:15]=[CH:14][CH:13]=[C:12]([O:16][CH3:17])[CH:11]=2)=[N:7][C:2]([NH:19][C:20]2[CH:21]=[C:22]([CH2:26][CH2:27][OH:28])[CH:23]=[CH:24][CH:25]=2)=[N:3][CH:4]=1. The catalyst class is: 12.